This data is from Reaction yield outcomes from USPTO patents with 853,638 reactions. The task is: Predict the reaction yield, written as a fraction of the theoretical maximum amount of product (1.0 means a 100% yield; for example, 0.34 means a 34% yield). (1) The reactants are [C:1]([OH:10])(=[O:9])/[CH:2]=[CH:3]\[CH:4]=[CH:5]\[C:6]([OH:8])=[O:7].II. The catalyst is CO. The product is [C:1]([OH:10])(=[O:9])/[CH:2]=[CH:3]/[CH:4]=[CH:5]/[C:6]([OH:8])=[O:7]. The yield is 0.620. (2) The yield is 0.990. The catalyst is C(OCC)(=O)C. The product is [ClH:1].[CH2:7]([C:9]1[N:14]=[C:13]([C:15]2[C:16]([C:27]3[CH:35]=[CH:34][C:33]4[C:29](=[CH:30][N:31]([CH3:36])[N:32]=4)[CH:28]=3)=[N:17][S:18][C:19]=2[NH:20][C:21]([C@@H:23]2[CH2:25][C@H:24]2[CH3:26])=[O:22])[CH:12]=[CH:11][CH:10]=1)[CH3:8]. The reactants are [ClH:1].C(OCC)C.[CH2:7]([C:9]1[N:14]=[C:13]([C:15]2[C:16]([C:27]3[CH:35]=[CH:34][C:33]4[C:29](=[CH:30][N:31]([CH3:36])[N:32]=4)[CH:28]=3)=[N:17][S:18][C:19]=2[NH:20][C:21]([C@@H:23]2[CH2:25][C@H:24]2[CH3:26])=[O:22])[CH:12]=[CH:11][CH:10]=1)[CH3:8]. (3) The catalyst is CN(C=O)C.C1C=CC(P(C2C=CC=CC=2)[C-]2C=CC=C2)=CC=1.C1C=CC(P(C2C=CC=CC=2)[C-]2C=CC=C2)=CC=1.Cl[Pd]Cl.[Fe+2]. The product is [OH:67][C:8]([C:10]1[CH:11]=[CH:12][C:13]([C:29]2[N:34]=[C:33]3[N:35]([CH2:39][CH:40]4[CH2:45][CH2:44][O:43][CH2:42][CH2:41]4)[C:36](=[O:38])[NH:37][C:32]3=[N:31][CH:30]=2)=[CH:18][CH:19]=1)([CH3:7])[CH3:46]. The yield is 0.310. The reactants are O=C1NC2=N[CH:7]=[C:8]([C:10]3[CH:19]=[CH:18][C:13](C(OC)=O)=[CH:12][CH:11]=3)N=C2N1CC1CCOCC1.Br[C:29]1[N:34]=[C:33]2[N:35]([CH2:39][CH:40]3[CH2:45][CH2:44][O:43][CH2:42][CH2:41]3)[C:36](=[O:38])[NH:37][C:32]2=[N:31][CH:30]=1.[CH3:46]OC(C1C=CC(B(O)O)=CC=1)=O.P([O-])([O-])([O-])=O.[K+].[K+].[K+].[OH2:67]. (4) The reactants are [H-].[Na+].[C:3]1([CH2:9][C:10]([O:12]C)=O)[CH:8]=[CH:7][CH:6]=[CH:5][CH:4]=1.[C:14](#[N:16])[CH3:15]. The catalyst is C1COCC1. The product is [O:12]=[C:10]([CH2:9][C:3]1[CH:4]=[CH:5][CH:6]=[CH:7][CH:8]=1)[CH2:15][C:14]#[N:16]. The yield is 0.260. (5) The reactants are [H-].[Al+3].[Li+].[H-].[H-].[H-].[CH2:7]([NH:9][C:10]1[C:15]([C:16](OCC)=[O:17])=[C:14]([CH3:21])[N:13]=[C:12]([S:22][CH3:23])[N:11]=1)[CH3:8]. The catalyst is C1COCC1. The product is [CH2:7]([NH:9][C:10]1[C:15]([CH2:16][OH:17])=[C:14]([CH3:21])[N:13]=[C:12]([S:22][CH3:23])[N:11]=1)[CH3:8]. The yield is 0.850. (6) The reactants are [Cl:1][C:2]1[C:3](Cl)=[N:4][CH:5]=[C:6]([CH:10]=1)[C:7]([OH:9])=[O:8].I[CH2:13][CH3:14].C([O-])([O-])=O.[K+].[K+].Cl.Cl.[CH2:23]([N:30]1[CH2:35][CH2:34][CH2:33][C@@H:32]([NH2:36])[CH2:31]1)[C:24]1[CH:29]=[CH:28][CH:27]=[CH:26][CH:25]=1. The catalyst is CN(C=O)C. The product is [CH2:23]([N:30]1[CH2:35][CH2:34][CH2:33][C@@H:32]([NH:36][C:3]2[C:2]([Cl:1])=[CH:10][C:6]([C:7]([O:9][CH2:13][CH3:14])=[O:8])=[CH:5][N:4]=2)[CH2:31]1)[C:24]1[CH:25]=[CH:26][CH:27]=[CH:28][CH:29]=1. The yield is 0.520. (7) The reactants are [C:1]([O:5][C:6]([C:8]1[CH:13]=[CH:12][C:11]([C:14]2[C:15]([C:29]([O:31][CH2:32][CH3:33])=[O:30])=[N:16][N:17]([C:23]3[CH:28]=[CH:27][CH:26]=[CH:25][CH:24]=3)[C:18]=2[CH2:19][CH2:20][CH2:21][CH3:22])=[C:10]([C:34]([N:36]2[CH2:45][CH2:44][C:43]3[C:38](=[CH:39][CH:40]=[CH:41][CH:42]=3)[CH2:37]2)=[O:35])[CH:9]=1)=[O:7])([CH3:4])([CH3:3])[CH3:2].[CH3:46][O:47]C1C=CC(N/N=C/C(OCC)=O)=CC=1.[N+](C(CCCC)=CC1C=CC(C(OC(C)(C)C)=O)=CC=1C(N1CCC2C(=CC=CC=2)C1)=O)([O-])=O. The yield is 0.450. The product is [C:1]([O:5][C:6]([C:8]1[CH:13]=[CH:12][C:11]([C:14]2[C:15]([C:29]([O:31][CH2:32][CH3:33])=[O:30])=[N:16][N:17]([C:23]3[CH:28]=[CH:27][C:26]([O:47][CH3:46])=[CH:25][CH:24]=3)[C:18]=2[CH2:19][CH2:20][CH2:21][CH3:22])=[C:10]([C:34]([N:36]2[CH2:45][CH2:44][C:43]3[C:38](=[CH:39][CH:40]=[CH:41][CH:42]=3)[CH2:37]2)=[O:35])[CH:9]=1)=[O:7])([CH3:3])([CH3:4])[CH3:2]. No catalyst specified. (8) The reactants are C1([C@H]([N:9]2[CH2:14][CH2:13][O:12][C@@H:11]([C:15]3[CH:20]=[CH:19][C:18]([NH:21][C:22]4[CH:27]=[CH:26][CH:25]=[CH:24][N:23]=4)=[CH:17][CH:16]=3)[CH2:10]2)C)C=CC=CC=1.C([O-])=O.[NH4+].CO.O. The catalyst is O1CCCC1.[Pd]. The product is [NH:9]1[CH2:14][CH2:13][O:12][C@@H:11]([C:15]2[CH:16]=[CH:17][C:18]([NH:21][C:22]3[CH:27]=[CH:26][CH:25]=[CH:24][N:23]=3)=[CH:19][CH:20]=2)[CH2:10]1. The yield is 0.940. (9) The reactants are [F:1][C:2]([F:17])([F:16])[C:3]1[C:4]([C:9]2[CH:14]=[N:13][NH:12][C:11](=O)[CH:10]=2)=[N:5][CH:6]=[CH:7][CH:8]=1.P(Cl)(Cl)([Cl:20])=O. No catalyst specified. The product is [Cl:20][C:11]1[N:12]=[N:13][CH:14]=[C:9]([C:4]2[C:3]([C:2]([F:17])([F:16])[F:1])=[CH:8][CH:7]=[CH:6][N:5]=2)[CH:10]=1. The yield is 0.750. (10) The reactants are C([N:4]([CH:7]([CH3:9])C)[CH2:5]C)(C)C.CN(C(ON1N=NC2C=CC=CC1=2)=[N+](C)C)C.[B-](F)(F)(F)F.[C:32]1([C:38]2[N:39]=[C:40]3[N:45]=[C:44]([NH:46][C:47]([C:49]4[N:53]=[N:52][NH:51][C:50]=4[C:54]([OH:56])=O)=[O:48])[CH:43]=[CH:42][N:41]3[CH:57]=2)[CH:37]=[CH:36][CH:35]=[CH:34][CH:33]=1.N1CCC1. The catalyst is CN(C=O)C.O.CC#N. The product is [C:32]1([C:38]2[N:39]=[C:40]3[N:45]=[C:44]([NH:46][C:47]([C:49]4[N:53]=[N:52][NH:51][C:50]=4[C:54]([N:4]4[CH2:5][CH2:9][CH2:7]4)=[O:56])=[O:48])[CH:43]=[CH:42][N:41]3[CH:57]=2)[CH:37]=[CH:36][CH:35]=[CH:34][CH:33]=1. The yield is 0.280.